This data is from Retrosynthesis with 50K atom-mapped reactions and 10 reaction types from USPTO. The task is: Predict the reactants needed to synthesize the given product. (1) Given the product CC1(CN)Cc2cc(Cl)cc(-c3cccs3)c2O1, predict the reactants needed to synthesize it. The reactants are: CC1(CN=[N+]=[N-])Cc2cc(Cl)cc(-c3cccs3)c2O1. (2) Given the product Cc1cc(-c2ccc(S(=O)(=O)[C@@H]3C[C@H](OC4CCS(=O)(=O)CC4)[C@@H](C(=O)NC4(C#N)CC4)C3)c(C(F)(F)F)c2)ccn1, predict the reactants needed to synthesize it. The reactants are: Cc1cc(B(O)O)ccn1.N#CC1(NC(=O)[C@H]2C[C@H](S(=O)(=O)c3ccc(Br)cc3C(F)(F)F)C[C@@H]2OC2CCS(=O)(=O)CC2)CC1. (3) Given the product CC(C)(C)OC(=O)N1CCC(O)CC1, predict the reactants needed to synthesize it. The reactants are: CC(C)(C)OC(=O)OC(=O)OC(C)(C)C.OC1CCNCC1. (4) Given the product COc1cc2c(Nc3ccc(Cl)cc3F)ncnc2cc1OCC1CCCN(C)C1, predict the reactants needed to synthesize it. The reactants are: CN1CCCC(CO)C1.COc1cc2c(Nc3ccc(Cl)cc3F)ncnc2cc1O. (5) Given the product COc1cnc(O[C@@H]2C[C@@H](C(=O)N[C@]3(C(=O)NS(=O)(=O)C4CC4)C[C@H]3CC(F)F)N(C(=O)[C@@H](NC(=S)NC(=O)OCC3c4ccccc4-c4ccccc43)C(C)(C)C)C2)c2cc(Cl)ccc12, predict the reactants needed to synthesize it. The reactants are: COc1cnc(O[C@@H]2C[C@@H](C(=O)N[C@]3(C(=O)NS(=O)(=O)C4CC4)C[C@H]3CC(F)F)N(C(=O)[C@@H](N)C(C)(C)C)C2)c2cc(Cl)ccc12.O=C(N=C=S)OCC1c2ccccc2-c2ccccc21. (6) Given the product CCCn1c(=O)c2[nH]c(C34CCCC(CO)(CCC3)C4)nc2n(CCC)c1=O, predict the reactants needed to synthesize it. The reactants are: CCCn1c(=O)c2[nH]c(C34CCCC(C(=O)O)(CCC3)C4)nc2n(CCC)c1=O.